From a dataset of Forward reaction prediction with 1.9M reactions from USPTO patents (1976-2016). Predict the product of the given reaction. The product is: [Cl:1][C:2]1[CH:3]=[C:4]([CH:21]=[C:22]([Cl:24])[CH:23]=1)[O:5][CH:6]([CH2:19][CH3:20])[C:7]([NH:9][C:10]([CH3:18])([CH3:17])[C:11]#[C:12][CH2:13][CH2:14][CH2:15][N:31]1[CH:35]=[N:34][CH:33]=[N:32]1)=[O:8]. Given the reactants [Cl:1][C:2]1[CH:3]=[C:4]([CH:21]=[C:22]([Cl:24])[CH:23]=1)[O:5][CH:6]([CH2:19][CH3:20])[C:7]([NH:9][C:10]([CH3:18])([CH3:17])[C:11]#[C:12][CH2:13][CH2:14][CH2:15]Cl)=[O:8].C(=O)([O-])[O-].[K+].[K+].[NH:31]1[CH:35]=[N:34][CH:33]=[N:32]1.CCCCCC.C(OCC)(=O)C, predict the reaction product.